Dataset: Catalyst prediction with 721,799 reactions and 888 catalyst types from USPTO. Task: Predict which catalyst facilitates the given reaction. (1) Reactant: [OH:1][C:2]1[CH:9]=[CH:8][CH:7]=[CH:6][C:3]=1[C:4]#[N:5].[CH2:10](Br)[C:11]1[CH:16]=[CH:15][CH:14]=[CH:13][CH:12]=1.C(=O)([O-])[O-].[K+].[K+]. Product: [CH2:10]([O:1][C:2]1[CH:9]=[CH:8][CH:7]=[CH:6][C:3]=1[C:4]#[N:5])[C:11]1[CH:16]=[CH:15][CH:14]=[CH:13][CH:12]=1. The catalyst class is: 10. (2) Reactant: [C:1](Cl)(=[O:5])[C:2](Cl)=[O:3].[C:7]([OH:11])([CH3:10])([CH3:9])[CH3:8].[Cl:12][C:13]1[CH:18]=[CH:17][C:16]([C:19]2[S:27][C:26]3[C:25](=[O:28])[N:24]([C:29]4[CH:34]=[CH:33][C:32]([O:35][CH2:36][C:37]([OH:40])([CH3:39])[CH3:38])=[C:31]([O:41][CH3:42])[CH:30]=4)[CH:23]=[N:22][C:21]=3[CH:20]=2)=[CH:15][CH:14]=1.N1C=CC=CC=1. Product: [C:1]([O:11][C:7]([CH3:10])([CH3:9])[CH3:8])(=[O:5])[C:2]([O:40][C:37]([CH3:39])([CH3:38])[CH2:36][O:35][C:32]1[CH:33]=[CH:34][C:29]([N:24]2[C:25](=[O:28])[C:26]3[S:27][C:19]([C:16]4[CH:17]=[CH:18][C:13]([Cl:12])=[CH:14][CH:15]=4)=[CH:20][C:21]=3[N:22]=[CH:23]2)=[CH:30][C:31]=1[O:41][CH3:42])=[O:3]. The catalyst class is: 2. (3) Reactant: [C:1]([O:5][C:6]([N:8]1[CH2:12][C@@H:11]([NH:13][S:14]([C:17]2[CH:22]=[CH:21][C:20]([C:23]#[N:24])=[CH:19][CH:18]=2)(=[O:16])=[O:15])[CH2:10][C@H:9]1[C:25]([N:27]1[CH2:31][CH2:30][S:29][CH2:28]1)=[O:26])=[O:7])([CH3:4])([CH3:3])[CH3:2].Cl.C(C1C=CC(S(N[C@@H]2CN[C@H](C(N3CCSC3)=O)C2)(=O)=O)=CC=1)#N.C(=O)([O-])[O-].[K+].[K+].[C:63]([C:65]1[CH:72]=[CH:71][C:68]([CH2:69]Br)=[CH:67][CH:66]=1)#[N:64].C(O)(=O)CC(CC(O)=O)(C(O)=O)O. Product: [C:1]([O:5][C:6]([N:8]1[CH2:12][C@@H:11]([N:13]([CH2:69][C:68]2[CH:71]=[CH:72][C:65]([C:63]#[N:64])=[CH:66][CH:67]=2)[S:14]([C:17]2[CH:18]=[CH:19][C:20]([C:23]#[N:24])=[CH:21][CH:22]=2)(=[O:15])=[O:16])[CH2:10][C@H:9]1[C:25]([N:27]1[CH2:31][CH2:30][S:29][CH2:28]1)=[O:26])=[O:7])([CH3:4])([CH3:2])[CH3:3]. The catalyst class is: 3. (4) Reactant: [H-].[Na+].[Br:3][C:4]1[CH:9]=[CH:8][C:7]([C:10]2([OH:14])[CH2:13][CH2:12][CH2:11]2)=[CH:6][CH:5]=1.[CH3:15]I. Product: [Br:3][C:4]1[CH:5]=[CH:6][C:7]([C:10]2([O:14][CH3:15])[CH2:13][CH2:12][CH2:11]2)=[CH:8][CH:9]=1. The catalyst class is: 3. (5) Reactant: Br[CH2:2][C:3]1[CH:8]=[CH:7][C:6]([C:9]2[O:10][C:11]3[C:12](=[C:14]([C:18]([O:20][CH3:21])=[O:19])[CH:15]=[CH:16][CH:17]=3)[N:13]=2)=[CH:5][CH:4]=1.[CH3:22][NH:23][CH3:24]. Product: [CH3:22][N:23]([CH2:2][C:3]1[CH:8]=[CH:7][C:6]([C:9]2[O:10][C:11]3[C:12](=[C:14]([C:18]([O:20][CH3:21])=[O:19])[CH:15]=[CH:16][CH:17]=3)[N:13]=2)=[CH:5][CH:4]=1)[CH3:24]. The catalyst class is: 8. (6) Reactant: C(O[BH-](OC(=O)C)OC(=O)C)(=O)C.[Na+].[C:15]([C:17]1[CH:22]=[CH:21][C:20]([CH2:23][CH:24]=O)=[CH:19][CH:18]=1)#[N:16].O.Cl.[NH:28]1[CH2:33][CH2:32][C:31](=[O:34])[CH2:30][CH2:29]1. Product: [C:15]([C:17]1[CH:18]=[CH:19][C:20]([CH2:23][CH2:24][N:28]2[CH2:33][CH2:32][C:31](=[O:34])[CH2:30][CH2:29]2)=[CH:21][CH:22]=1)#[N:16]. The catalyst class is: 5. (7) Product: [C:1]([N:9]1[C@@H:10]([C:18]2[CH:19]=[CH:20][CH:21]=[CH:22][CH:23]=2)[C@H:11]([C:12]([O:14][CH2:15][CH3:16])=[O:13])[O:17][CH:24]1[O:25][CH3:26])(=[O:8])[C:2]1[CH:3]=[CH:4][CH:5]=[CH:6][CH:7]=1. The catalyst class is: 48. Reactant: [C:1]([NH:9][CH:10]([C:18]1[CH:23]=[CH:22][CH:21]=[CH:20][CH:19]=1)[CH:11]([OH:17])[C:12]([O:14][CH2:15][CH3:16])=[O:13])(=[O:8])[C:2]1[CH:7]=[CH:6][CH:5]=[CH:4][CH:3]=1.[CH3:24][O:25][CH:26](OC)OC.CC1C=CC(S([O-])(=O)=O)=CC=1.C1C=C[NH+]=CC=1.CN(C=O)C. (8) Reactant: [CH3:1][O:2][C:3]([C:5]1[CH:6]=[C:7]([CH:11]=[C:12]([I:14])[CH:13]=1)[C:8](O)=[O:9])=[O:4].[NH3:15]. Product: [CH3:1][O:2][C:3]([C:5]1[CH:6]=[C:7]([CH:11]=[C:12]([I:14])[CH:13]=1)[C:8]([NH2:15])=[O:9])=[O:4]. The catalyst class is: 309. (9) Reactant: [OH:1][CH2:2][CH2:3][C:4]#[C:5][C:6]1[CH:23]=[CH:22][C:9]([CH2:10][N:11]2[C:19](=[O:20])[C:18]3[C:13](=[CH:14][CH:15]=[CH:16][CH:17]=3)[C:12]2=[O:21])=[CH:8][CH:7]=1.[H][H]. Product: [OH:1][CH2:2][CH2:3][CH2:4][CH2:5][C:6]1[CH:7]=[CH:8][C:9]([CH2:10][N:11]2[C:19](=[O:20])[C:18]3[C:13](=[CH:14][CH:15]=[CH:16][CH:17]=3)[C:12]2=[O:21])=[CH:22][CH:23]=1. The catalyst class is: 696.